From a dataset of Catalyst prediction with 721,799 reactions and 888 catalyst types from USPTO. Predict which catalyst facilitates the given reaction. (1) Reactant: Cl[C:2]1[C:3]2[O:18][CH2:17][CH2:16][C:4]=2[N:5]=[C:6]([C:8]2[CH:13]=[C:12]([Cl:14])[CH:11]=[CH:10][C:9]=2[F:15])[N:7]=1.[IH:19].[Na+].[I-]. Product: [Cl:14][C:12]1[CH:11]=[CH:10][C:9]([F:15])=[C:8]([C:6]2[N:7]=[C:2]([I:19])[C:3]3[O:18][CH2:17][CH2:16][C:4]=3[N:5]=2)[CH:13]=1. The catalyst class is: 6. (2) Reactant: [CH2:1]([O:3][C:4](=[O:24])[C:5]([C:15](=[O:23])[C:16]1[CH:21]=[CH:20][CH:19]=[CH:18][C:17]=1F)=[CH:6][NH:7][CH2:8][C:9]1[CH:14]=[CH:13][CH:12]=[CH:11][CH:10]=1)[CH3:2].CN(C)C=O.C(=O)([O-])[O-].[K+].[K+]. Product: [CH2:1]([O:3][C:4]([C:5]1[C:15](=[O:23])[C:16]2[C:21](=[CH:20][CH:19]=[CH:18][CH:17]=2)[N:7]([CH2:8][C:9]2[CH:14]=[CH:13][CH:12]=[CH:11][CH:10]=2)[CH:6]=1)=[O:24])[CH3:2]. The catalyst class is: 6.